Dataset: Full USPTO retrosynthesis dataset with 1.9M reactions from patents (1976-2016). Task: Predict the reactants needed to synthesize the given product. (1) Given the product [CH3:1][C:2]1[CH:3]=[C:4]2[C:8](=[CH:9][CH:10]=1)[N:7](/[CH:20]=[CH:19]\[C:21]1[CH:26]=[N:25][C:24]([CH3:27])=[CH:23][CH:22]=1)[C:6]1[CH2:11][C@H:12]3[N:17]([CH3:18])[C@@H:16]([C:5]2=1)[CH2:15][CH2:14][CH2:13]3, predict the reactants needed to synthesize it. The reactants are: [CH3:1][C:2]1[CH:3]=[C:4]2[C:8](=[CH:9][CH:10]=1)[NH:7][C:6]1[CH2:11][CH:12]3[N:17]([CH3:18])[CH:16]([C:5]2=1)[CH2:15][CH2:14][CH2:13]3.[C:19]([C:21]1[CH:22]=[CH:23][C:24]([CH3:27])=[N:25][CH:26]=1)#[CH:20]. (2) The reactants are: C(OC([N:8]1[CH2:13][CH2:12][C@@H:11]([N:14]2[C:18]3[CH:19]=[C:20]([F:23])[CH:21]=[CH:22][C:17]=3[N:16]=[C:15]2[NH2:24])[C@H:10]([O:25][C:26](=[O:28])[CH3:27])[CH2:9]1)=O)(C)(C)C.C(Cl)Cl.C(O)(C(F)(F)F)=O. Given the product [NH2:24][C:15]1[N:14]([C@@H:11]2[CH2:12][CH2:13][NH:8][CH2:9][C@H:10]2[O:25][C:26](=[O:28])[CH3:27])[C:18]2[CH:19]=[C:20]([F:23])[CH:21]=[CH:22][C:17]=2[N:16]=1, predict the reactants needed to synthesize it.